From a dataset of Reaction yield outcomes from USPTO patents with 853,638 reactions. Predict the reaction yield, written as a fraction of the theoretical maximum amount of product (1.0 means a 100% yield; for example, 0.34 means a 34% yield). (1) The reactants are [CH3:1][C:2]1[CH:3]=[C:4]([C:19]2[S:23][C:22]([C:24]3([C:27](O)=[O:28])[CH2:26][CH2:25]3)=[N:21][CH:20]=2)[CH:5]=[C:6]([NH:8][C:9]2[N:14]=[C:13]([C:15]([F:18])([F:17])[F:16])[CH:12]=[CH:11][N:10]=2)[CH:7]=1.[CH:30]([NH:32][NH2:33])=[O:31].C(Cl)CCl.CC(N(C)C)=O. The catalyst is O.CN(C=O)C. The product is [CH:30]([NH:32][NH:33][C:27]([C:24]1([C:22]2[S:23][C:19]([C:4]3[CH:5]=[C:6]([NH:8][C:9]4[N:14]=[C:13]([C:15]([F:16])([F:18])[F:17])[CH:12]=[CH:11][N:10]=4)[CH:7]=[C:2]([CH3:1])[CH:3]=3)=[CH:20][N:21]=2)[CH2:25][CH2:26]1)=[O:28])=[O:31]. The yield is 0.920. (2) The reactants are [NH2:1][C:2]1[CH:3]=[C:4]([CH:15]=[CH:16][C:17]=1[OH:18])[C:5]([NH:7][CH:8]([CH2:12][CH2:13][CH3:14])[CH2:9][CH2:10][CH3:11])=[O:6].CO[C:21](OC)(OC)[CH2:22][Cl:23]. No catalyst specified. The product is [CH2:9]([CH:8]([NH:7][C:5]([C:4]1[CH:15]=[CH:16][C:17]2[O:18][C:21]([CH2:22][Cl:23])=[N:1][C:2]=2[CH:3]=1)=[O:6])[CH2:12][CH2:13][CH3:14])[CH2:10][CH3:11]. The yield is 0.650. (3) The reactants are [C:1](=[O:4])(O)[O-].[Na+].CC(OI1(OC(C)=O)(OC(C)=O)O[C:17](=O)[C:16]2[CH:15]=[CH:14][CH:13]=[CH:12][C:11]1=2)=O.Cl[CH2:29]Cl. No catalyst specified. The product is [CH3:29][C:16]1([CH3:17])[CH2:11][CH2:12][CH2:13][CH2:14][CH:15]1[CH:1]=[O:4]. The yield is 0.850.